Dataset: Catalyst prediction with 721,799 reactions and 888 catalyst types from USPTO. Task: Predict which catalyst facilitates the given reaction. The catalyst class is: 6. Reactant: [CH:1]1([C:7]2[S:25][C:10]3[N:11]=[C:12]([CH3:24])[N:13]=[C:14]([CH2:15][N:16]4[CH2:21][CH2:20][O:19][CH2:18][C@@H:17]4[CH2:22][OH:23])[C:9]=3[CH:8]=2)[CH2:6][CH2:5][CH2:4][CH2:3][CH2:2]1.[CH3:26]N(C=O)C.[H-].[Na+].CI. Product: [CH:1]1([C:7]2[S:25][C:10]3[N:11]=[C:12]([CH3:24])[N:13]=[C:14]([CH2:15][N:16]4[CH2:21][CH2:20][O:19][CH2:18][C@@H:17]4[CH2:22][O:23][CH3:26])[C:9]=3[CH:8]=2)[CH2:2][CH2:3][CH2:4][CH2:5][CH2:6]1.